Regression. Given two drug SMILES strings and cell line genomic features, predict the synergy score measuring deviation from expected non-interaction effect. From a dataset of NCI-60 drug combinations with 297,098 pairs across 59 cell lines. (1) Drug 1: CN(CCCl)CCCl.Cl. Drug 2: CC12CCC3C(C1CCC2OP(=O)(O)O)CCC4=C3C=CC(=C4)OC(=O)N(CCCl)CCCl.[Na+]. Cell line: NCI-H522. Synergy scores: CSS=27.0, Synergy_ZIP=-11.2, Synergy_Bliss=-9.70, Synergy_Loewe=-15.1, Synergy_HSA=-6.39. (2) Drug 1: CC12CCC3C(C1CCC2O)C(CC4=C3C=CC(=C4)O)CCCCCCCCCS(=O)CCCC(C(F)(F)F)(F)F. Drug 2: CC(C)CN1C=NC2=C1C3=CC=CC=C3N=C2N. Cell line: CCRF-CEM. Synergy scores: CSS=-3.37, Synergy_ZIP=2.83, Synergy_Bliss=1.05, Synergy_Loewe=-8.67, Synergy_HSA=-7.25.